This data is from Catalyst prediction with 721,799 reactions and 888 catalyst types from USPTO. The task is: Predict which catalyst facilitates the given reaction. (1) Reactant: Br[CH2:2][C:3]([C:5]1[CH:14]=[CH:13][C:12]2[C:7](=[CH:8][CH:9]=[CH:10][CH:11]=2)[CH:6]=1)=[O:4].[ClH:15].Cl.[CH2:17]([N:26]1[CH2:31][CH2:30][NH:29][CH2:28][CH2:27]1)[C:18]([C:20]1[CH:25]=[CH:24][CH:23]=[CH:22][CH:21]=1)=[O:19].C([O-])([O-])=O.[K+].[K+]. Product: [ClH:15].[ClH:15].[CH:6]1[C:7]2[C:12](=[CH:11][CH:10]=[CH:9][CH:8]=2)[CH:13]=[CH:14][C:5]=1[C:3]([CH2:2][N:29]1[CH2:30][CH2:31][N:26]([CH2:17][C:18]([C:20]2[CH:25]=[CH:24][CH:23]=[CH:22][CH:21]=2)=[O:19])[CH2:27][CH2:28]1)=[O:4]. The catalyst class is: 3. (2) Reactant: [OH:1][CH:2](C=C)[CH2:3][O:4][C:5]1[CH:9]=[C:8]([C:10]([O:12][CH3:13])=[O:11])[O:7][N:6]=1.F[C:17]([F:30])([F:29])S(O[Si](C(C)(C)C)(C)C)(=O)=O.CC1C=CC=C(C)N=1.Cl. Product: [F:30][CH:17]([F:29])[CH:2]([OH:1])[CH2:3][O:4][C:5]1[CH:9]=[C:8]([C:10]([O:12][CH3:13])=[O:11])[O:7][N:6]=1. The catalyst class is: 1. (3) Reactant: [Cl:1][C:2]1[CH:9]=[CH:8][C:5]([CH:6]=O)=[CH:4][CH:3]=1.[C:10]([OH:16])(=[O:15])[CH2:11]C(O)=O.C([O-])(=O)C.[NH4+:21]. The catalyst class is: 8. Product: [NH2:21][CH:6]([C:5]1[CH:8]=[CH:9][C:2]([Cl:1])=[CH:3][CH:4]=1)[CH2:11][C:10]([OH:16])=[O:15]. (4) Reactant: [CH3:1][C:2]1([CH3:9])[O:6][CH:5]([CH2:7]O)[CH2:4][O:3]1.C1(P(C2C=CC=CC=2)C2C=CC=CC=2)C=CC=CC=1.N1C=CN=C1.[I:34]I. Product: [I:34][CH2:7][CH:5]1[CH2:4][O:3][C:2]([CH3:9])([CH3:1])[O:6]1. The catalyst class is: 11. (5) The catalyst class is: 1. Product: [CH:3]1([C:6]2[N:10]([CH3:11])[C:9]3[CH:12]=[C:13]([N:16]4[CH:21]=[CH:20][C:19]([O:22][CH2:25][C:26]5[CH:31]=[CH:30][CH:29]=[CH:28][C:27]=5[F:32])=[CH:18][C:17]4=[O:23])[CH:14]=[CH:15][C:8]=3[N:7]=2)[CH2:4][CH2:5]1. Reactant: [H-].[Na+].[CH:3]1([C:6]2[N:10]([CH3:11])[C:9]3[CH:12]=[C:13]([N:16]4[CH:21]=[CH:20][C:19]([OH:22])=[CH:18][C:17]4=[O:23])[CH:14]=[CH:15][C:8]=3[N:7]=2)[CH2:5][CH2:4]1.Br[CH2:25][C:26]1[CH:31]=[CH:30][CH:29]=[CH:28][C:27]=1[F:32]. (6) Reactant: [NH2:1][C:2]1[N:12]=[C:11]([NH:13][C:14](=[O:19])[C:15]([CH3:18])([CH3:17])[CH3:16])[C:10]([Cl:20])=[CH:9][C:3]=1[C:4]([O:6][CH2:7][CH3:8])=[O:5].C(=O)([O-])[O-].[K+].[K+].[Cl:27][CH2:28][C:29](Cl)=[O:30].O. Product: [Cl:20][C:10]1[C:11]([NH:13][C:14](=[O:19])[C:15]([CH3:16])([CH3:18])[CH3:17])=[N:12][C:2]([NH:1][C:29](=[O:30])[CH2:28][Cl:27])=[C:3]([CH:9]=1)[C:4]([O:6][CH2:7][CH3:8])=[O:5]. The catalyst class is: 7. (7) Reactant: [CH3:1][N:2]1[CH:7]=[C:6]([CH:8]=[O:9])[CH:5]=[CH:4][C:3]1=[O:10].[F:11][C:12]([Si](C)(C)C)([F:14])[F:13].[F-].C([N+](CCCC)(CCCC)CCCC)CCC. Product: [CH3:1][N:2]1[CH:7]=[C:6]([CH:8]([OH:9])[C:12]([F:14])([F:13])[F:11])[CH:5]=[CH:4][C:3]1=[O:10]. The catalyst class is: 7.